Dataset: Forward reaction prediction with 1.9M reactions from USPTO patents (1976-2016). Task: Predict the product of the given reaction. (1) The product is: [C:53](=[N:66][C:68]1[CH:69]=[CH:70][C:71]([O:80][CH3:81])=[C:72]([CH:74]2[CH2:78][CH2:77][CH2:76][N:75]2[CH3:79])[CH:73]=1)([C:60]1[CH:61]=[CH:62][CH:63]=[CH:64][CH:65]=1)[C:54]1[CH:59]=[CH:58][CH:57]=[CH:56][CH:55]=1. Given the reactants C1C=CC(P(C2C=CC3C(=CC=CC=3)C=2C2C3C(=CC=CC=3)C=CC=2P(C2C=CC=CC=2)C2C=CC=CC=2)C2C=CC=CC=2)=CC=1.CC(C)([O-])C.[Na+].[C:53](=[NH:66])([C:60]1[CH:65]=[CH:64][CH:63]=[CH:62][CH:61]=1)[C:54]1[CH:59]=[CH:58][CH:57]=[CH:56][CH:55]=1.Br[C:68]1[CH:69]=[CH:70][C:71]([O:80][CH3:81])=[C:72]([CH:74]2[CH2:78][CH2:77][CH2:76][N:75]2[CH3:79])[CH:73]=1, predict the reaction product. (2) Given the reactants [C:1]([O:6][C:7]12[CH2:16][C:11]3([OH:17])[CH2:12][CH:13]([CH2:15][C:9]([OH:18])([CH2:10]3)[CH2:8]1)[CH2:14]2)(=[O:5])[C:2]([CH3:4])=[CH2:3].[F:19][C:20]([F:31])([F:30])[C:21](O[C:21](=[O:22])[C:20]([F:31])([F:30])[F:19])=[O:22].[C:32](=[O:35])(O)[O-].[Na+], predict the reaction product. The product is: [C:1]([O:6][C:7]12[CH2:16][C:11]3([O:17][C:32](=[O:35])[C:20]([F:31])([F:30])[F:19])[CH2:12][CH:13]([CH2:15][C:9]([O:18][C:21](=[O:22])[C:20]([F:31])([F:19])[F:30])([CH2:10]3)[CH2:8]1)[CH2:14]2)(=[O:5])[C:2]([CH3:4])=[CH2:3].